The task is: Predict the reactants needed to synthesize the given product.. This data is from Full USPTO retrosynthesis dataset with 1.9M reactions from patents (1976-2016). (1) Given the product [CH2:29]([O:31][C:32](=[O:41])[C:33]1[CH:38]=[CH:37][C:36]([CH2:39][O:8][C:5]2[CH:6]=[CH:7][C:2]([Cl:1])=[C:3]([CH:9]([CH3:28])[C:10]([OH:15])([C:16]3[CH:17]=[CH:18][C:19]4[O:24][CH2:23][C:22](=[O:25])[N:21]([CH3:26])[C:20]=4[CH:27]=3)[C:11]([F:12])([F:13])[F:14])[CH:4]=2)=[CH:35][CH:34]=1)[CH3:30], predict the reactants needed to synthesize it. The reactants are: [Cl:1][C:2]1[CH:7]=[CH:6][C:5]([OH:8])=[CH:4][C:3]=1[CH:9]([CH3:28])[C:10]([C:16]1[CH:17]=[CH:18][C:19]2[O:24][CH2:23][C:22](=[O:25])[N:21]([CH3:26])[C:20]=2[CH:27]=1)([OH:15])[C:11]([F:14])([F:13])[F:12].[CH2:29]([O:31][C:32](=[O:41])[C:33]1[CH:38]=[CH:37][C:36]([CH2:39]Br)=[CH:35][CH:34]=1)[CH3:30].C(=O)([O-])[O-].[Cs+].[Cs+]. (2) Given the product [ClH:4].[S:5]1[CH:9]=[CH:8][C:7]2[C:10]([N:14]3[CH2:15][CH2:16][N:17]([CH2:20][CH2:21][CH2:22][CH2:23][O:24][C:25]4[CH:34]=[C:33]5[C:28]([CH2:29][CH2:30][C:31](=[O:35])[NH:32]5)=[CH:27][CH:26]=4)[CH2:18][CH2:19]3)=[CH:11][CH:12]=[CH:13][C:6]1=2, predict the reactants needed to synthesize it. The reactants are: C(O)C.[ClH:4].[S:5]1[CH:9]=[CH:8][C:7]2[C:10]([N:14]3[CH2:19][CH2:18][N:17]([CH2:20][CH2:21][CH2:22][CH2:23][O:24][C:25]4[CH:34]=[C:33]5[C:28]([CH2:29][CH2:30][C:31](=[O:35])[NH:32]5)=[CH:27][CH:26]=4)[CH2:16][CH2:15]3)=[CH:11][CH:12]=[CH:13][C:6]1=2. (3) Given the product [ClH:27].[C:1]([O:5][C:6]([C:8]1[S:9][C:10]([CH2:13][CH2:14][CH2:15][NH2:16])=[CH:11][CH:12]=1)=[O:7])([CH3:4])([CH3:3])[CH3:2], predict the reactants needed to synthesize it. The reactants are: [C:1]([O:5][C:6]([C:8]1[S:9][C:10]([C:13]#[C:14][CH2:15][NH:16]C(OCC2C=CC=CC=2)=O)=[CH:11][CH:12]=1)=[O:7])([CH3:4])([CH3:3])[CH3:2].[ClH:27]. (4) Given the product [Cl:1][C:2]1[CH:3]=[C:4]([N:8]([CH2:16][C:17]2[C:26]3[C:21](=[C:22]([F:28])[C:23]([F:27])=[CH:24][CH:25]=3)[NH:20][C:19](=[O:29])[CH:18]=2)[S:9]([CH:12]([CH3:14])[CH3:13])(=[O:10])=[O:11])[CH:5]=[CH:6][CH:7]=1, predict the reactants needed to synthesize it. The reactants are: [Cl:1][C:2]1[CH:3]=[C:4]([NH:8][S:9]([CH:12]([CH3:14])[CH3:13])(=[O:11])=[O:10])[CH:5]=[CH:6][CH:7]=1.Br[CH2:16][C:17]1[C:26]2[C:21](=[C:22]([F:28])[C:23]([F:27])=[CH:24][CH:25]=2)[NH:20][C:19](=[O:29])[CH:18]=1. (5) The reactants are: [Cl:1][C:2]1[CH:7]=[C:6]([N:8]=[C:9]=[S:10])[CH:5]=[C:4]([C:11]([F:14])([F:13])[F:12])[C:3]=1[C:15]1[CH:20]=[CH:19][C:18]([O:21][CH:22]2[CH2:27][CH2:26][N:25]([C:28]([O:30][C:31]([CH3:34])([CH3:33])[CH3:32])=[O:29])[CH2:24][CH2:23]2)=[CH:17][CH:16]=1.[N:35]#[C:36][NH2:37].[Na].[CH3:39]O.IC. Given the product [Cl:1][C:2]1[CH:7]=[C:6]([NH:8]/[C:9](=[N:35]/[C:36]#[N:37])/[S:10][CH3:39])[CH:5]=[C:4]([C:11]([F:13])([F:14])[F:12])[C:3]=1[C:15]1[CH:20]=[CH:19][C:18]([O:21][CH:22]2[CH2:27][CH2:26][N:25]([C:28]([O:30][C:31]([CH3:34])([CH3:33])[CH3:32])=[O:29])[CH2:24][CH2:23]2)=[CH:17][CH:16]=1, predict the reactants needed to synthesize it. (6) Given the product [S:1]([N:11]1[C:15]2[N:16]=[CH:17][C:18]3[N:19]([C:22]([C:24]45[CH2:29][CH2:28][C:27]([NH:32][C:33](=[O:39])[O:34][C:35]([CH3:36])([CH3:38])[CH3:37])([CH2:30][CH2:31]4)[CH2:26][CH2:25]5)=[N:21][CH:20]=3)[C:14]=2[CH:13]=[CH:12]1)([C:4]1[CH:5]=[CH:6][C:7]([CH3:8])=[CH:9][CH:10]=1)(=[O:3])=[O:2], predict the reactants needed to synthesize it. The reactants are: [S:1]([N:11]1[C:15]2=[N:16][CH:17]=[C:18]([CH2:20][NH:21][C:22]([C:24]34[CH2:31][CH2:30][C:27]([NH:32][C:33](=[O:39])[O:34][C:35]([CH3:38])([CH3:37])[CH3:36])([CH2:28][CH2:29]3)[CH2:26][CH2:25]4)=O)[N:19]=[C:14]2[CH:13]=[CH:12]1)([C:4]1[CH:10]=[CH:9][C:7]([CH3:8])=[CH:6][CH:5]=1)(=[O:3])=[O:2].O(C1C=CC(P2(=S)SP(=S)(C3C=CC(OC4C=CC=CC=4)=CC=3)S2)=CC=1)C1C=CC=CC=1. (7) The reactants are: C([O:3][C:4]([C:6](=O)[CH:7]([CH3:20])[CH:8]([C:10]1[CH:15]=[CH:14][C:13]([C:16]([F:19])([F:18])[F:17])=[CH:12][CH:11]=1)[O-])=[O:5])C.[Li+].Cl.[Cl:24][C:25]1[CH:30]=[C:29]([Cl:31])[CH:28]=[CH:27][C:26]=1[NH:32][NH2:33].S(=O)(=O)(O)O. Given the product [Cl:24][C:25]1[CH:30]=[C:29]([Cl:31])[CH:28]=[CH:27][C:26]=1[N:32]1[C:8]([C:10]2[CH:11]=[CH:12][C:13]([C:16]([F:17])([F:18])[F:19])=[CH:14][CH:15]=2)=[C:7]([CH3:20])[C:6]([C:4]([OH:3])=[O:5])=[N:33]1, predict the reactants needed to synthesize it. (8) Given the product [CH2:1]([O:4][N:5]=[C:6]1[CH2:10][N:9]([C:11]([C:27]2[C:22](=[O:21])[O:23][C:24]([CH2:31][CH2:32][CH2:33][CH2:34][CH3:35])=[CH:25][CH:26]=2)=[O:13])[C@H:8]([C:18]([NH:41][CH2:40][CH2:39][N:38]([CH2:42][CH3:43])[CH2:36][CH3:37])=[O:20])[CH2:7]1)[CH:2]=[CH2:3], predict the reactants needed to synthesize it. The reactants are: [CH2:1]([O:4][N:5]=[C:6]1[CH2:10][N:9]([C:11]([O:13]C(C)(C)C)=O)[C@H:8]([C:18]([OH:20])=O)[CH2:7]1)[CH:2]=[CH2:3].[O:21]=[C:22]1[C:27](C(Cl)=O)=[CH:26][CH:25]=[C:24]([CH2:31][CH2:32][CH2:33][CH2:34][CH3:35])[O:23]1.[CH2:36]([N:38]([CH2:42][CH3:43])[CH2:39][CH2:40][NH2:41])[CH3:37]. (9) Given the product [Br:29][C:4]1[CH:3]=[C:2]([CH3:1])[C:7]([O:8][C:9]2[CH:14]=[CH:13][N:12]=[C:11]([C:15]3[CH:16]=[N:17][N:18]([CH3:20])[CH:19]=3)[CH:10]=2)=[CH:6][N:5]=1, predict the reactants needed to synthesize it. The reactants are: [CH3:1][C:2]1[C:7]([O:8][C:9]2[CH:14]=[CH:13][N:12]=[C:11]([C:15]3[CH:16]=[N:17][N:18]([CH3:20])[CH:19]=3)[CH:10]=2)=[CH:6][N:5]=[C:4](N)[CH:3]=1.C(ON=O)(C)(C)C.[Br:29]CBr. (10) Given the product [F:18][C:15]1[CH:16]=[CH:17][C:10]([O:9][C:6]2[CH:7]=[CH:8][C:3]([O:2][CH3:1])=[CH:4][CH:5]=2)=[C:11]([CH:12]=[N:24][C:29]([O:31][Si:34]([CH3:37])([CH3:36])[CH3:35])=[CH2:30])[CH:14]=1, predict the reactants needed to synthesize it. The reactants are: [CH3:1][O:2][C:3]1[CH:8]=[CH:7][C:6]([O:9][C:10]2[CH:17]=[CH:16][C:15]([F:18])=[CH:14][C:11]=2[CH:12]=O)=[CH:5][CH:4]=1.[Li+].C[Si]([N-:24][Si](C)(C)C)(C)C.[C:29](Cl)(=[O:31])[CH3:30].Cl[Si:34]([CH3:37])([CH3:36])[CH3:35].